This data is from Forward reaction prediction with 1.9M reactions from USPTO patents (1976-2016). The task is: Predict the product of the given reaction. (1) Given the reactants [Cl:1][C:2]1[C:15]2[C:6](=[C:7]3[C:12](=[CH:13][CH:14]=2)[CH:11]=[CH:10][CH:9]=[N:8]3)[N:5]=[CH:4][CH:3]=1.[K+].[Br-].S(=O)(=O)(O)[OH:19].[N+]([O-])(O)=O.[OH-:27].[Na+], predict the reaction product. The product is: [Cl:1][C:2]1[C:15]2[C:14](=[O:27])[C:13](=[O:19])[C:12]3[C:7](=[N:8][CH:9]=[CH:10][CH:11]=3)[C:6]=2[N:5]=[CH:4][CH:3]=1. (2) Given the reactants Cl[C:2]1[N:7]=[C:6]([NH:8][C:9]2[C:18]([CH3:19])=[CH:17][CH:16]=[CH:15][C:10]=2[C:11]([NH:13][CH3:14])=[O:12])[C:5]([C:20]([F:23])([F:22])[F:21])=[CH:4][N:3]=1.[CH3:24][O:25][CH2:26][CH2:27][N:28]1[CH2:34][CH2:33][C:32]2[CH:35]=[C:36]([NH2:39])[CH:37]=[CH:38][C:31]=2[CH2:30][CH2:29]1, predict the reaction product. The product is: [CH3:24][O:25][CH2:26][CH2:27][N:28]1[CH2:34][CH2:33][C:32]2[CH:35]=[C:36]([NH:39][C:2]3[N:7]=[C:6]([NH:8][C:9]4[C:18]([CH3:19])=[CH:17][CH:16]=[CH:15][C:10]=4[C:11]([NH:13][CH3:14])=[O:12])[C:5]([C:20]([F:23])([F:22])[F:21])=[CH:4][N:3]=3)[CH:37]=[CH:38][C:31]=2[CH2:30][CH2:29]1. (3) Given the reactants [CH3:1][C:2]1[C:3]([N:8](COCCOC)[S:9]([C:12]2[S:13][CH:14]=[CH:15][C:16]=2[C:17]2[CH:22]=[CH:21][C:20]([CH:23]([SH:45])[N:24]3[C:33]4[C:28](=[C:29]([CH2:36][CH3:37])[N:30]=[C:31]([CH2:34][CH3:35])[CH:32]=4)[C:27]([C:38]4[CH:43]=[CH:42][CH:41]=[CH:40][CH:39]=4)=[CH:26][C:25]3=[O:44])=[CH:19][CH:18]=2)(=[O:11])=[O:10])=[N:4][O:5][C:6]=1[CH3:7].Cl.C(=O)(O)[O-].[Na+], predict the reaction product. The product is: [CH3:1][C:2]1[C:3]([NH:8][S:9]([C:12]2[S:13][CH:14]=[CH:15][C:16]=2[C:17]2[CH:22]=[CH:21][C:20]([CH:23]([SH:45])[N:24]3[C:33]4[C:28](=[C:29]([CH2:36][CH3:37])[N:30]=[C:31]([CH2:34][CH3:35])[CH:32]=4)[C:27]([C:38]4[CH:39]=[CH:40][CH:41]=[CH:42][CH:43]=4)=[CH:26][C:25]3=[O:44])=[CH:19][CH:18]=2)(=[O:10])=[O:11])=[N:4][O:5][C:6]=1[CH3:7].